From a dataset of Peptide-MHC class I binding affinity with 185,985 pairs from IEDB/IMGT. Regression. Given a peptide amino acid sequence and an MHC pseudo amino acid sequence, predict their binding affinity value. This is MHC class I binding data. (1) The peptide sequence is RMYNPTNIL. The MHC is Mamu-A11 with pseudo-sequence Mamu-A11. The binding affinity (normalized) is 0.187. (2) The peptide sequence is GVLARWGTFK. The MHC is HLA-A03:01 with pseudo-sequence HLA-A03:01. The binding affinity (normalized) is 0.847.